Dataset: Reaction yield outcomes from USPTO patents with 853,638 reactions. Task: Predict the reaction yield, written as a fraction of the theoretical maximum amount of product (1.0 means a 100% yield; for example, 0.34 means a 34% yield). (1) The reactants are [CH3:1][C:2]1[C:3](Cl)=[N:4][C:5]2[C:10]([CH:11]=1)=[CH:9][CH:8]=[CH:7][CH:6]=2.[C:13]1(B(O)O)[CH:18]=[CH:17][CH:16]=[CH:15][CH:14]=1.C1(P(C2C=CC=CC=2)C2C=CC=CC=2)C=CC=CC=1.C([O-])([O-])=O.[K+].[K+]. The catalyst is COCCOC.C([O-])(=O)C.[Pd+2].C([O-])(=O)C. The product is [C:13]1([C:3]2[C:2]([CH3:1])=[CH:11][C:10]3[C:5](=[CH:6][CH:7]=[CH:8][CH:9]=3)[N:4]=2)[CH:18]=[CH:17][CH:16]=[CH:15][CH:14]=1. The yield is 0.986. (2) The reactants are [OH:1][C:2]1[CH:24]=[N:23][C:5]2[N:6]([CH3:22])[C:7](=[O:21])[N:8]([CH2:11][CH2:12][CH2:13][O:14][CH:15]3[CH2:20][CH2:19][CH2:18][CH2:17][O:16]3)[C:9](=[O:10])[C:4]=2[CH:3]=1.C([O-])([O-])=O.[Cs+].[Cs+].CN(C)CC(O)=O.Br[C:39]1[CH:40]=[N:41][CH:42]=[C:43]([F:45])[CH:44]=1. The catalyst is O1CCOCC1.CC(=O)OCC.O.[Cu]I. The product is [F:45][C:43]1[CH:44]=[C:39]([O:1][C:2]2[CH:24]=[N:23][C:5]3[N:6]([CH3:22])[C:7](=[O:21])[N:8]([CH2:11][CH2:12][CH2:13][O:14][CH:15]4[CH2:20][CH2:19][CH2:18][CH2:17][O:16]4)[C:9](=[O:10])[C:4]=3[CH:3]=2)[CH:40]=[N:41][CH:42]=1. The yield is 0.389. (3) The reactants are O[CH2:2][C:3]([C:5]1[CH:10]=[CH:9][CH:8]=[CH:7][CH:6]=1)=[O:4].N1[CH:16]=[CH:15][CH:14]=[C:13]([CH:17]=O)[CH:12]=1.O([CH3:21])[Na]. The catalyst is C1COCC1. The product is [C:13]1([CH:17]=[CH:2][C:3]([C:5]2[CH:10]=[CH:9][CH:8]=[CH:7][CH:6]=2)=[O:4])[CH:14]=[CH:15][CH:16]=[CH:21][CH:12]=1. The yield is 0.570.